Dataset: Forward reaction prediction with 1.9M reactions from USPTO patents (1976-2016). Task: Predict the product of the given reaction. (1) Given the reactants [C:1]([O:5][C:6]([N:8]([C:23]([O:25][C:26]([CH3:29])([CH3:28])[CH3:27])=[O:24])[C:9]1[O:17][C:16]2[C:11](=[N:12][CH:13]=[C:14](Br)[CH:15]=2)[C:10]=1[C:19]([O:21][CH3:22])=[O:20])=[O:7])([CH3:4])([CH3:3])[CH3:2].[O-]P([O-])([O-])=O.[K+].[K+].[K+].O1CCO[CH2:40][CH2:39]1.CC1(C)C(C)(C)OB(C=C)O1, predict the reaction product. The product is: [C:1]([O:5][C:6]([N:8]([C:23]([O:25][C:26]([CH3:29])([CH3:28])[CH3:27])=[O:24])[C:9]1[O:17][C:16]2[C:11](=[N:12][CH:13]=[C:14]([CH:39]=[CH2:40])[CH:15]=2)[C:10]=1[C:19]([O:21][CH3:22])=[O:20])=[O:7])([CH3:4])([CH3:3])[CH3:2]. (2) Given the reactants C(OC(=O)[NH:7][CH:8]([C:26]1[CH:31]=[CH:30][C:29]([C:32]#[N:33])=[CH:28][C:27]=1[Br:34])[C:9]1[C:13](=[O:14])[CH2:12][CH2:11][C:10]=1[NH:15][C:16]1[CH:21]=[CH:20][N:19]=[C:18]([C:22]([F:25])([F:24])[F:23])[CH:17]=1)(C)(C)C.[ClH:36], predict the reaction product. The product is: [ClH:36].[NH2:7][CH:8]([C:9]1[C:13](=[O:14])[CH2:12][CH2:11][C:10]=1[NH:15][C:16]1[CH:21]=[CH:20][N:19]=[C:18]([C:22]([F:25])([F:24])[F:23])[CH:17]=1)[C:26]1[CH:31]=[CH:30][C:29]([C:32]#[N:33])=[CH:28][C:27]=1[Br:34]. (3) Given the reactants [CH3:1][O:2][C@:3]1([C@@H:21]2[CH2:25][S:24][C:23](=[O:26])[N:22]2[CH2:27][C:28]2[CH:33]=[CH:32][C:31]([O:34][CH3:35])=[CH:30][CH:29]=2)[CH2:18][C@H:17]2[CH2:19][C@@H:5]([CH2:6][CH2:7][CH2:8][CH:9]=[CH:10][CH2:11][CH2:12][CH2:13][CH2:14][C:15](=[O:20])[O:16]2)[O:4]1.COC1C=CC(CN2CCSC2=O)=CC=1, predict the reaction product. The product is: [CH3:1][O:2][C@:3]1([C@@H:21]2[CH2:25][S:24][C:23](=[O:26])[N:22]2[CH2:27][C:28]2[CH:29]=[CH:30][C:31]([O:34][CH3:35])=[CH:32][CH:33]=2)[CH2:18][C@H:17]2[CH2:19][C@@H:5]([CH2:6][CH2:7][CH2:8][CH2:9][CH2:10][CH2:11][CH2:12][CH2:13][CH2:14][C:15](=[O:20])[O:16]2)[O:4]1. (4) Given the reactants [N:1]1[CH:6]=[CH:5][C:4]([CH3:7])=[CH:3][CH:2]=1.[Li+].CC([N-]C(C)C)C.C(NC(C)C)(C)C.C([Li])CCC.CON(C)[C:31]([C:33]1[CH:42]=[CH:41][C:40]2[C:35](=[CH:36][CH:37]=[CH:38][CH:39]=2)[CH:34]=1)=[O:32].[Cl-].[NH4+], predict the reaction product. The product is: [CH:34]1[C:35]2[C:40](=[CH:39][CH:38]=[CH:37][CH:36]=2)[CH:41]=[CH:42][C:33]=1[C:31](=[O:32])[CH2:7][C:4]1[CH:5]=[CH:6][N:1]=[CH:2][CH:3]=1. (5) Given the reactants [Cl:1][C:2]1[N:7]=[C:6](Cl)[C:5]([F:9])=[CH:4][N:3]=1.[CH3:10][O:11][C:12]([C:14]1[CH:15]=[C:16]([CH:18]=[C:19]([C:21]([F:24])([F:23])[F:22])[CH:20]=1)[NH2:17])=[O:13], predict the reaction product. The product is: [Cl:1][C:2]1[N:7]=[C:6]([NH:17][C:16]2[CH:18]=[C:19]([C:21]([F:22])([F:23])[F:24])[CH:20]=[C:14]([C:12]([O:11][CH3:10])=[O:13])[CH:15]=2)[C:5]([F:9])=[CH:4][N:3]=1. (6) Given the reactants [CH2:1]([N:3]([CH2:14][C:15]1[N:19](C(OC(C)(C)C)=O)[C:18]2[CH:27]=[CH:28][C:29]([C:31](OC)=[O:32])=[CH:30][C:17]=2[N:16]=1)[CH:4]1[C:13]2[N:12]=[CH:11][CH:10]=[CH:9][C:8]=2[CH2:7][CH2:6][CH2:5]1)[CH3:2].[OH-].[Li+].Cl.FC1C(F)=C(F)C(F)=C(O)C=1.[NH2:49][CH2:50][CH2:51][C:52]1[N:56]=[CH:55][NH:54][CH:53]=1, predict the reaction product. The product is: [CH2:1]([N:3]([CH2:14][C:15]1[NH:19][C:18]2[CH:27]=[CH:28][C:29]([C:31]([NH:49][CH2:50][CH2:51][C:52]3[N:56]=[CH:55][NH:54][CH:53]=3)=[O:32])=[CH:30][C:17]=2[N:16]=1)[CH:4]1[C:13]2[N:12]=[CH:11][CH:10]=[CH:9][C:8]=2[CH2:7][CH2:6][CH2:5]1)[CH3:2]. (7) Given the reactants [CH2:1]([N:6]1[C:10](=[O:11])[C:9](=[CH:12][C:13]([OH:15])=O)[S:8][CH:7]1[C:16]1[CH:21]=[CH:20][CH:19]=[CH:18][CH:17]=1)[CH2:2][CH:3]([CH3:5])[CH3:4].[NH:22]1[CH2:27][CH2:26][CH:25]([N:28]2[CH2:37][C:36]3[C:31](=[CH:32][CH:33]=[CH:34][CH:35]=3)[NH:30][C:29]2=[O:38])[CH2:24][CH2:23]1.C(O)(C(F)(F)F)=O.CCN(C(C)C)C(C)C.CN(C(ON1N=NC2C=CC=NC1=2)=[N+](C)C)C.F[P-](F)(F)(F)(F)F, predict the reaction product. The product is: [CH2:1]([N:6]1[C:10](=[O:11])[C:9](=[CH:12][C:13]([N:22]2[CH2:23][CH2:24][CH:25]([N:28]3[CH2:37][C:36]4[C:31](=[CH:32][CH:33]=[CH:34][CH:35]=4)[NH:30][C:29]3=[O:38])[CH2:26][CH2:27]2)=[O:15])[S:8][CH:7]1[C:16]1[CH:21]=[CH:20][CH:19]=[CH:18][CH:17]=1)[CH2:2][CH:3]([CH3:4])[CH3:5].